Task: Predict which catalyst facilitates the given reaction.. Dataset: Catalyst prediction with 721,799 reactions and 888 catalyst types from USPTO (1) Reactant: [OH:1][C:2]1[C:7](=[O:8])[CH:6]=[CH:5][O:4][C:3]=1[CH3:9].[CH2:10](Cl)[C:11]1[CH:16]=[CH:15][CH:14]=[CH:13][CH:12]=1.[OH-].[Na+]. Product: [CH2:10]([O:1][C:2]1[C:7](=[O:8])[CH:6]=[CH:5][O:4][C:3]=1[CH3:9])[C:11]1[CH:16]=[CH:15][CH:14]=[CH:13][CH:12]=1. The catalyst class is: 5. (2) Reactant: [NH3:1].Cl[C:3]1[C:4]2[C:11]([I:12])=[CH:10][N:9]([C@@H:13]3[O:27][C@H:26]([CH2:28][O:29]C(C4C=CC(C)=CC=4)=O)[C@@H:15]([O:16]C(C4C=CC(C)=CC=4)=O)[CH2:14]3)[C:5]=2[N:6]=[CH:7][N:8]=1.CO.C(Cl)Cl.CO. Product: [NH2:1][C:3]1[C:4]2[C:11]([I:12])=[CH:10][N:9]([C@@H:13]3[O:27][C@H:26]([CH2:28][OH:29])[C@@H:15]([OH:16])[CH2:14]3)[C:5]=2[N:6]=[CH:7][N:8]=1. The catalyst class is: 12. (3) Reactant: F[C:2]1[CH:7]=[CH:6][CH:5]=[CH:4][C:3]=1[N+:8]([O-:10])=[O:9].[CH3:11][O:12][C:13]1[CH:18]=[CH:17][C:16]([NH2:19])=[CH:15][CH:14]=1.C([O-])([O-])=O.[K+].[K+]. Product: [CH3:11][O:12][C:13]1[CH:18]=[CH:17][C:16]([NH:19][C:2]2[CH:7]=[CH:6][CH:5]=[CH:4][C:3]=2[N+:8]([O-:10])=[O:9])=[CH:15][CH:14]=1. The catalyst class is: 6.